Dataset: Full USPTO retrosynthesis dataset with 1.9M reactions from patents (1976-2016). Task: Predict the reactants needed to synthesize the given product. (1) Given the product [C:16]([O:15][C:14](=[O:20])[N:13]([C:10]1[CH:9]=[CH:8][C:7]([N:4]2[CH2:5][CH2:6][O:1][CH2:2][CH2:3]2)=[CH:12][CH:11]=1)[C:22]#[C:23][Si:24]([CH:25]([CH3:27])[CH3:26])([CH:31]([CH3:33])[CH3:32])[CH:28]([CH3:30])[CH3:29])([CH3:17])([CH3:19])[CH3:18], predict the reactants needed to synthesize it. The reactants are: [O:1]1[CH2:6][CH2:5][N:4]([C:7]2[CH:12]=[CH:11][C:10]([NH:13][C:14](=[O:20])[O:15][C:16]([CH3:19])([CH3:18])[CH3:17])=[CH:9][CH:8]=2)[CH2:3][CH2:2]1.Br[C:22]#[C:23][Si:24]([CH:31]([CH3:33])[CH3:32])([CH:28]([CH3:30])[CH3:29])[CH:25]([CH3:27])[CH3:26].N1C2C(=CC=C3C=2N=CC=C3)C=CC=1.C[Si]([N-][Si](C)(C)C)(C)C.[K+].[Na+].[Cl-].[NH4+].[OH-]. (2) Given the product [CH:1]([N:4]1[C:8]2[CH:9]=[CH:10][CH:11]=[CH:12][C:7]=2[N:6]([C:13]([NH:15][CH2:16][CH:17]2[CH2:18][CH2:19][N:20]([CH2:23][C:24]3([C:29]([OH:31])=[O:30])[CH2:28][CH2:27][CH2:26][CH2:25]3)[CH2:21][CH2:22]2)=[O:14])[C:5]1=[O:33])([CH3:3])[CH3:2], predict the reactants needed to synthesize it. The reactants are: [CH:1]([N:4]1[C:8]2[CH:9]=[CH:10][CH:11]=[CH:12][C:7]=2[N:6]([C:13]([NH:15][CH2:16][CH:17]2[CH2:22][CH2:21][N:20]([CH2:23][C:24]3([C:29]([O:31]C)=[O:30])[CH2:28][CH2:27][CH2:26][CH2:25]3)[CH2:19][CH2:18]2)=[O:14])[C:5]1=[O:33])([CH3:3])[CH3:2].Cl.